Dataset: Forward reaction prediction with 1.9M reactions from USPTO patents (1976-2016). Task: Predict the product of the given reaction. (1) Given the reactants [CH3:1][O:2][C:3]1[C:12]([NH:13][C:14](=[O:18])OCC)=[N:11][C:10]2[C:5](=[CH:6][CH:7]=[C:8]([O:19][CH3:20])[CH:9]=2)[N:4]=1.[F:21][C:22]1[CH:27]=[CH:26][C:25]([N:28]2[CH2:33][CH2:32][NH:31][CH2:30][CH2:29]2)=[CH:24][CH:23]=1, predict the reaction product. The product is: [CH3:1][O:2][C:3]1[C:12]([NH:13][C:14]([N:31]2[CH2:30][CH2:29][N:28]([C:25]3[CH:24]=[CH:23][C:22]([F:21])=[CH:27][CH:26]=3)[CH2:33][CH2:32]2)=[O:18])=[N:11][C:10]2[C:5](=[CH:6][CH:7]=[C:8]([O:19][CH3:20])[CH:9]=2)[N:4]=1. (2) Given the reactants N1C=CC(C2N([C:12]3[CH:29]=[CH:28][C:15]([O:16][CH2:17][C:18]4[CH:27]=[CH:26][C:25]5[C:20](=[CH:21][CH:22]=[CH:23][CH:24]=5)[N:19]=4)=[CH:14][CH:13]=3)N=CN=2)=CC=1.[N:30]1[C:39]2C(=CC=CC=2)C=C[C:31]=1COC1C=CC(C(N)=O)=CC=1.[N:51]1[CH:56]=[CH:55][C:54]([NH:57][NH2:58])=[CH:53][CH:52]=1, predict the reaction product. The product is: [N:51]1[CH:56]=[CH:55][C:54]([N:57]2[C:39]([C:12]3[CH:13]=[CH:14][C:15]([O:16][CH2:17][C:18]4[CH:27]=[CH:26][C:25]5[C:20](=[CH:21][CH:22]=[CH:23][CH:24]=5)[N:19]=4)=[CH:28][CH:29]=3)=[N:30][CH:31]=[N:58]2)=[CH:53][CH:52]=1. (3) The product is: [Cl:1][C:2]1[N:3]=[CH:4][N:5]([C:7]2[CH:12]=[CH:11][C:10]([NH:13][C:14]3[S:15][C:16]4[CH2:26][C:21](=[O:22])[CH2:20][CH:19]([C:27]5[CH:32]=[CH:31][C:30]([F:33])=[CH:29][CH:28]=5)[C:17]=4[N:18]=3)=[CH:9][C:8]=2[O:34][CH3:35])[CH:6]=1.[Cl:1][C:2]1[N:3]=[CH:4][N:5]([C:7]2[CH:12]=[CH:11][C:10]([NH:13][C:14]3[S:15][C:16]4[CH2:26][C:21]([O:22][CH3:23])([O:25][CH3:24])[CH2:20][CH:19]([C:27]5[CH:28]=[CH:29][C:30]([F:33])=[CH:31][CH:32]=5)[C:17]=4[N:18]=3)=[CH:9][C:8]=2[O:34][CH3:35])[CH:6]=1. Given the reactants [Cl:1][C:2]1[N:3]=[CH:4][N:5]([C:7]2[CH:12]=[CH:11][C:10]([NH:13][C:14]3[S:15][C:16]4[CH2:26][C:21]5([O:25][CH2:24][CH2:23][O:22]5)[CH2:20][CH:19]([C:27]5[CH:32]=[CH:31][C:30]([F:33])=[CH:29][CH:28]=5)[C:17]=4[N:18]=3)=[CH:9][C:8]=2[O:34][CH3:35])[CH:6]=1.O, predict the reaction product. (4) Given the reactants [Cl:1][C:2]1[CH:7]=[C:6]([F:8])[CH:5]=[CH:4][C:3]=1[S:9]([NH:12][C@H:13]([C@H:16]1[CH2:18][O:17]1)[CH2:14][OH:15])(=[O:11])=[O:10].[N-:19]=[N+:20]=[N-:21].[Na+].[NH4+].[Cl-], predict the reaction product. The product is: [N:19]([CH2:18][C@@H:16]([OH:17])[C@@H:13]([NH:12][S:9]([C:3]1[CH:4]=[CH:5][C:6]([F:8])=[CH:7][C:2]=1[Cl:1])(=[O:11])=[O:10])[CH2:14][OH:15])=[N+:20]=[N-:21]. (5) Given the reactants Br/[CH:2]=[C:3]1\[C:4]2[CH:17]=[CH:16][C:15]([F:18])=[CH:14][C:5]=2[CH2:6][CH2:7][C:8]2[C:13]\1=[CH:12][CH:11]=[CH:10][N:9]=2.CC1(C)C(C)(C)OB([C:27]2[CH:36]=[CH:35][C:30]3[NH:31][C:32](=[O:34])[NH:33][C:29]=3[CH:28]=2)O1, predict the reaction product. The product is: [F:18][C:15]1[CH:16]=[CH:17][C:4]2/[C:3](=[CH:2]\[C:27]3[CH:36]=[CH:35][C:30]4[NH:31][C:32](=[O:34])[NH:33][C:29]=4[CH:28]=3)/[C:13]3[C:8]([CH2:7][CH2:6][C:5]=2[CH:14]=1)=[N:9][CH:10]=[CH:11][CH:12]=3. (6) Given the reactants Br[C:2]1[CH:11]=[CH:10][C:5]([C:6]([O:8][CH3:9])=[O:7])=[CH:4][C:3]=1[Cl:12].[Cu][C:14]#[N:15].CN(C=O)C, predict the reaction product. The product is: [Cl:12][C:3]1[CH:4]=[C:5]([CH:10]=[CH:11][C:2]=1[C:14]#[N:15])[C:6]([O:8][CH3:9])=[O:7]. (7) Given the reactants C(N(CC)CC)C.[CH2:8]([O:15][CH2:16][C@H:17]([NH:24][C:25]([O:27][C:28]([CH3:31])([CH3:30])[CH3:29])=[O:26])[CH:18]([NH:20][CH2:21][CH2:22][OH:23])[CH3:19])[C:9]1[CH:14]=[CH:13][CH:12]=[CH:11][CH:10]=1.[CH3:32][S:33](Cl)(=[O:35])=[O:34], predict the reaction product. The product is: [CH2:8]([O:15][CH2:16][C@H:17]([NH:24][C:25]([O:27][C:28]([CH3:30])([CH3:29])[CH3:31])=[O:26])[C@H:18]([N:20]([CH2:21][CH2:22][O:23][S:33]([CH3:32])(=[O:35])=[O:34])[S:33]([CH3:32])(=[O:35])=[O:34])[CH3:19])[C:9]1[CH:10]=[CH:11][CH:12]=[CH:13][CH:14]=1.